Predict the reaction yield, written as a fraction of the theoretical maximum amount of product (1.0 means a 100% yield; for example, 0.34 means a 34% yield). From a dataset of Reaction yield outcomes from USPTO patents with 853,638 reactions. (1) The reactants are [CH2:1]([O:8][C:9]1[CH:17]=[C:16]2[C:12]([CH:13]=[CH:14][NH:15]2)=[CH:11][CH:10]=1)[C:2]1[CH:7]=[CH:6][CH:5]=[CH:4][CH:3]=1.C([Mg]Br)C.[CH3:22][C:23]1([CH3:31])[C:25]([CH3:27])([CH3:26])[CH:24]1[C:28](Cl)=[O:29]. The catalyst is ClCCl.[Cl-].[Zn+2].[Cl-]. The product is [CH2:1]([O:8][C:9]1[CH:17]=[C:16]2[C:12]([C:13]([C:28]([CH:24]3[C:25]([CH3:27])([CH3:26])[C:23]3([CH3:31])[CH3:22])=[O:29])=[CH:14][NH:15]2)=[CH:11][CH:10]=1)[C:2]1[CH:3]=[CH:4][CH:5]=[CH:6][CH:7]=1. The yield is 0.640. (2) The reactants are [CH3:1][O:2][C:3]1[CH:4]=[C:5]2[C:10](=[CH:11][C:12]=1[O:13][CH3:14])[N:9]=[CH:8][CH:7]=[C:6]2[O:15][C:16]1[CH:22]=[CH:21][C:19]([NH2:20])=[C:18]([CH3:23])[C:17]=1[CH3:24].Cl[C:26](Cl)([O:28][C:29](=[O:35])OC(Cl)(Cl)Cl)Cl.[N:37]1[CH:42]=[CH:41][CH:40]=[CH:39][C:38]=1CO.C(=O)(O)[O-].[Na+]. The catalyst is C(Cl)Cl.C(N(CC)CC)C.C1(C)C=CC=CC=1. The product is [CH3:1][O:2][C:3]1[CH:4]=[C:5]2[C:10](=[CH:11][C:12]=1[O:13][CH3:14])[N:9]=[CH:8][CH:7]=[C:6]2[O:15][C:16]1[CH:22]=[CH:21][C:19]([NH:20][C:29](=[O:35])[O:28][CH2:26][C:38]2[CH:39]=[CH:40][CH:41]=[CH:42][N:37]=2)=[C:18]([CH3:23])[C:17]=1[CH3:24]. The yield is 0.630. (3) The reactants are [CH2:1]([C:3]1[CH:8]=[CH:7][C:6]([N+:9]([O-:11])=[O:10])=[CH:5][CH:4]=1)[CH3:2].FC(F)(F)S(O)(=O)=O.[Br:20]N1C(C)(C)C(=O)N(Br)C1=O.S(S([O-])=O)([O-])=O.[Na+].[Na+]. The catalyst is ClCCl. The product is [Br:20][C:4]1[CH:5]=[C:6]([N+:9]([O-:11])=[O:10])[CH:7]=[CH:8][C:3]=1[CH2:1][CH3:2]. The yield is 0.920.